Task: Predict the reaction yield, written as a fraction of the theoretical maximum amount of product (1.0 means a 100% yield; for example, 0.34 means a 34% yield).. Dataset: Reaction yield outcomes from USPTO patents with 853,638 reactions The reactants are C([Li])CCC.CCCCCC.[Br:12][C:13]1[CH:17]=[C:16](Br)[N:15]([CH3:19])[N:14]=1.Cl[C:21](=[O:27])[C:22]([O:24][CH2:25][CH3:26])=[O:23]. The catalyst is O1CCCC1.[Cu](I)I.O. The product is [Br:12][C:13]1[CH:17]=[C:16]([C:21](=[O:27])[C:22]([O:24][CH2:25][CH3:26])=[O:23])[N:15]([CH3:19])[N:14]=1. The yield is 0.620.